This data is from NCI-60 drug combinations with 297,098 pairs across 59 cell lines. The task is: Regression. Given two drug SMILES strings and cell line genomic features, predict the synergy score measuring deviation from expected non-interaction effect. (1) Drug 1: CS(=O)(=O)CCNCC1=CC=C(O1)C2=CC3=C(C=C2)N=CN=C3NC4=CC(=C(C=C4)OCC5=CC(=CC=C5)F)Cl. Drug 2: CC12CCC3C(C1CCC2OP(=O)(O)O)CCC4=C3C=CC(=C4)OC(=O)N(CCCl)CCCl.[Na+]. Cell line: TK-10. Synergy scores: CSS=62.1, Synergy_ZIP=-5.01, Synergy_Bliss=-0.244, Synergy_Loewe=-0.0281, Synergy_HSA=1.51. (2) Drug 1: CC12CCC3C(C1CCC2=O)CC(=C)C4=CC(=O)C=CC34C. Drug 2: CC1=C2C(C(=O)C3(C(CC4C(C3C(C(C2(C)C)(CC1OC(=O)C(C(C5=CC=CC=C5)NC(=O)C6=CC=CC=C6)O)O)OC(=O)C7=CC=CC=C7)(CO4)OC(=O)C)O)C)OC(=O)C. Cell line: BT-549. Synergy scores: CSS=54.9, Synergy_ZIP=-3.62, Synergy_Bliss=-6.14, Synergy_Loewe=-14.5, Synergy_HSA=-4.05. (3) Synergy scores: CSS=61.4, Synergy_ZIP=3.57, Synergy_Bliss=4.60, Synergy_Loewe=-65.6, Synergy_HSA=5.06. Cell line: NCI-H522. Drug 1: C1CCC(C1)C(CC#N)N2C=C(C=N2)C3=C4C=CNC4=NC=N3. Drug 2: CC=C1C(=O)NC(C(=O)OC2CC(=O)NC(C(=O)NC(CSSCCC=C2)C(=O)N1)C(C)C)C(C)C. (4) Drug 1: C1=C(C(=O)NC(=O)N1)N(CCCl)CCCl. Drug 2: C1=NC2=C(N1)C(=S)N=C(N2)N. Cell line: SF-268. Synergy scores: CSS=48.8, Synergy_ZIP=-1.64, Synergy_Bliss=1.83, Synergy_Loewe=-9.56, Synergy_HSA=5.23. (5) Drug 1: CCC1=C2CN3C(=CC4=C(C3=O)COC(=O)C4(CC)O)C2=NC5=C1C=C(C=C5)O. Drug 2: C#CCC(CC1=CN=C2C(=N1)C(=NC(=N2)N)N)C3=CC=C(C=C3)C(=O)NC(CCC(=O)O)C(=O)O. Cell line: NCI/ADR-RES. Synergy scores: CSS=58.0, Synergy_ZIP=-9.05, Synergy_Bliss=-8.23, Synergy_Loewe=0.534, Synergy_HSA=2.17. (6) Drug 1: CS(=O)(=O)C1=CC(=C(C=C1)C(=O)NC2=CC(=C(C=C2)Cl)C3=CC=CC=N3)Cl. Drug 2: CC12CCC3C(C1CCC2O)C(CC4=C3C=CC(=C4)O)CCCCCCCCCS(=O)CCCC(C(F)(F)F)(F)F. Cell line: OVCAR3. Synergy scores: CSS=4.07, Synergy_ZIP=-0.254, Synergy_Bliss=-0.825, Synergy_Loewe=-3.81, Synergy_HSA=-3.85. (7) Cell line: HCT-15. Drug 1: CCC1=CC2CC(C3=C(CN(C2)C1)C4=CC=CC=C4N3)(C5=C(C=C6C(=C5)C78CCN9C7C(C=CC9)(C(C(C8N6C)(C(=O)OC)O)OC(=O)C)CC)OC)C(=O)OC.C(C(C(=O)O)O)(C(=O)O)O. Synergy scores: CSS=25.1, Synergy_ZIP=-3.35, Synergy_Bliss=1.08, Synergy_Loewe=2.89, Synergy_HSA=4.51. Drug 2: CC1=C(C(=CC=C1)Cl)NC(=O)C2=CN=C(S2)NC3=CC(=NC(=N3)C)N4CCN(CC4)CCO.